Dataset: Full USPTO retrosynthesis dataset with 1.9M reactions from patents (1976-2016). Task: Predict the reactants needed to synthesize the given product. (1) Given the product [ClH:52].[CH3:28][O:27][C:26]1[CH:25]=[C:24]2[C:19]([C:20]([O:35][C@H:36]3[CH2:40][NH:39][C@H:38]([C:48]([O:50][CH3:51])=[O:49])[CH2:37]3)=[CH:21][C:22]([C:29]3[CH:34]=[CH:33][CH:32]=[CH:31][CH:30]=3)=[N:23]2)=[CH:18][C:17]=1[CH:1]=[CH2:2], predict the reactants needed to synthesize it. The reactants are: [CH2:1](C([SnH3])=C(CCCC)CCCC)[CH2:2]CC.Br[C:17]1[CH:18]=[C:19]2[C:24](=[CH:25][C:26]=1[O:27][CH3:28])[N:23]=[C:22]([C:29]1[CH:34]=[CH:33][CH:32]=[CH:31][CH:30]=1)[CH:21]=[C:20]2[O:35][C@H:36]1[CH2:40][N:39](C(OC(C)(C)C)=O)[C@H:38]([C:48]([O:50][CH3:51])=[O:49])[CH2:37]1.[ClH:52]. (2) The reactants are: [F:1][C:2]1[CH:3]=[C:4]([C:18]2[CH:23]=[CH:22][CH:21]=[CH:20][C:19]=2[OH:24])[CH:5]=[CH:6][C:7]=1[C:8]([O:10][CH2:11][C:12]1[CH:17]=[CH:16][CH:15]=[CH:14][CH:13]=1)=[O:9].C(=O)([O-])[O-].[Cs+].[Cs+].Br[CH2:32][C:33]([CH3:42])([CH3:41])[C:34]([O:36][C:37]([CH3:40])([CH3:39])[CH3:38])=[O:35]. Given the product [C:37]([O:36][C:34](=[O:35])[C:33]([CH3:42])([CH3:41])[CH2:32][O:24][C:19]1[CH:20]=[CH:21][CH:22]=[CH:23][C:18]=1[C:4]1[CH:5]=[CH:6][C:7]([C:8]([O:10][CH2:11][C:12]2[CH:17]=[CH:16][CH:15]=[CH:14][CH:13]=2)=[O:9])=[C:2]([F:1])[CH:3]=1)([CH3:40])([CH3:39])[CH3:38], predict the reactants needed to synthesize it. (3) Given the product [Cl:31][C:29]1[CH:30]=[C:25]([NH:24][C:22]2[C:23]3[N:15]([CH2:14][CH2:13][O:12][CH2:11][CH2:10][OH:9])[CH:16]=[CH:17][C:18]=3[N:19]=[CH:20][N:21]=2)[CH:26]=[N:27][C:28]=1[O:32][C:33]1[CH:38]=[CH:37][CH:36]=[C:35]([C:39]([F:40])([F:41])[F:42])[CH:34]=1, predict the reactants needed to synthesize it. The reactants are: C([O:9][CH2:10][CH2:11][O:12][CH2:13][CH2:14][N:15]1[C:23]2[C:22]([NH:24][C:25]3[CH:26]=[N:27][C:28]([O:32][C:33]4[CH:38]=[CH:37][CH:36]=[C:35]([C:39]([F:42])([F:41])[F:40])[CH:34]=4)=[C:29]([Cl:31])[CH:30]=3)=[N:21][CH:20]=[N:19][C:18]=2[CH:17]=[CH:16]1)(=O)C1C=CC=CC=1.[OH-].[Na+]. (4) Given the product [Cl:5][C:14]1[CH:13]=[CH:12][N:11]=[C:10]2[NH:9][CH:8]=[C:7]([CH3:6])[C:15]=12, predict the reactants needed to synthesize it. The reactants are: CS([Cl:5])(=O)=O.[CH3:6][C:7]1[C:15]2[C:10](=[N+:11]([O-])[CH:12]=[CH:13][CH:14]=2)[NH:9][CH:8]=1.O.[OH-].[Na+].